Dataset: Full USPTO retrosynthesis dataset with 1.9M reactions from patents (1976-2016). Task: Predict the reactants needed to synthesize the given product. (1) Given the product [CH:1]([C:3]1[CH:4]=[C:5]([CH:9]=[CH:10][C:11]=1[CH3:12])[C:6]([N:38]1[CH2:43][CH2:42][CH:41]([C:44]2[CH:51]=[CH:50][C:47]([C:48]#[N:49])=[CH:46][CH:45]=2)[CH2:40][CH2:39]1)=[O:8])=[O:2], predict the reactants needed to synthesize it. The reactants are: [CH:1]([C:3]1[CH:4]=[C:5]([CH:9]=[CH:10][C:11]=1[CH3:12])[C:6]([OH:8])=O)=[O:2].CN(C(ON1N=NC2C=CC=CC1=2)=[N+](C)C)C.F[P-](F)(F)(F)(F)F.Cl.[NH:38]1[CH2:43][CH2:42][CH:41]([C:44]2[CH:51]=[CH:50][C:47]([C:48]#[N:49])=[CH:46][CH:45]=2)[CH2:40][CH2:39]1.CCN(C(C)C)C(C)C. (2) The reactants are: Cl[C:2]1[CH:7]=[CH:6][C:5]([C:8]2[N:9]=[C:10]3[CH:15]=[CH:14][C:13](F)=[CH:12][N:11]3[C:17]=2[CH2:18][C:19]2[N:23]=[C:22]([C:24]([NH:26][OH:27])=[O:25])[O:21][N:20]=2)=[CH:4][CH:3]=1.ClC1C=CC(C2N=C3C=CC=CN3C=2CC2N=C(C(OCC)=O)ON=2)=CC=1.Cl.NO. Given the product [OH:27][NH:26][C:24]([C:22]1[O:21][N:20]=[C:19]([CH2:18][C:17]2[N:11]3[CH:12]=[CH:13][CH:14]=[CH:15][C:10]3=[N:9][C:8]=2[C:5]2[CH:6]=[CH:7][CH:2]=[CH:3][CH:4]=2)[N:23]=1)=[O:25], predict the reactants needed to synthesize it. (3) Given the product [F:18][C:13]1[CH:14]=[N:15][CH:16]=[CH:17][C:12]=1[C:10]1[C:9](=[O:19])[NH:8][C:7](=[O:20])[N:6]([CH2:5][CH2:4][CH:3]=[O:2])[CH:11]=1, predict the reactants needed to synthesize it. The reactants are: C[O:2][CH:3](OC)[CH2:4][CH2:5][N:6]1[CH:11]=[C:10]([C:12]2[CH:17]=[CH:16][N:15]=[CH:14][C:13]=2[F:18])[C:9](=[O:19])[NH:8][C:7]1=[O:20]. (4) Given the product [NH2:11][C:9]1[CH:8]=[C:7]([CH3:12])[N:6]=[C:5]([O:4][C:3]2[CH:13]=[CH:14][CH:15]=[CH:16][C:2]=2[C:22]2[CH:21]=[CH:20][C:19]([C:33]3[CH:38]=[N:37][C:36]([NH2:39])=[N:35][CH:34]=3)=[C:18]([F:17])[CH:23]=2)[N:10]=1, predict the reactants needed to synthesize it. The reactants are: Br[C:2]1[CH:16]=[CH:15][CH:14]=[CH:13][C:3]=1[O:4][C:5]1[N:10]=[C:9]([NH2:11])[CH:8]=[C:7]([CH3:12])[N:6]=1.[F:17][C:18]1[CH:23]=[C:22](B2OC(C)(C)C(C)(C)O2)[CH:21]=[CH:20][C:19]=1[C:33]1[CH:34]=[N:35][C:36]([NH2:39])=[N:37][CH:38]=1. (5) Given the product [I:9][C:7]1[CH:6]=[CH:5][C:3]2[N:4]=[C:13]([SH:15])[S:14][C:2]=2[CH:8]=1, predict the reactants needed to synthesize it. The reactants are: F[C:2]1[CH:8]=[C:7]([I:9])[CH:6]=[CH:5][C:3]=1[NH2:4].CCO[C:13]([S-:15])=[S:14].[K+].